The task is: Predict the reactants needed to synthesize the given product.. This data is from Full USPTO retrosynthesis dataset with 1.9M reactions from patents (1976-2016). (1) Given the product [C:21]([C:20]1[CH:1]([C:3]2[CH:12]=[CH:11][C:6]([C:7]([O:9][CH3:10])=[O:8])=[CH:5][CH:4]=2)[N:33]([CH2:32][CH2:31][C:27]2[CH:28]=[CH:29][CH:30]=[C:25]([F:24])[CH:26]=2)[C:16](=[O:17])[C:18]=1[OH:19])(=[O:22])[CH3:23], predict the reactants needed to synthesize it. The reactants are: [CH:1]([C:3]1[CH:12]=[CH:11][C:6]([C:7]([O:9][CH3:10])=[O:8])=[CH:5][CH:4]=1)=O.CCO[C:16]([C:18]([CH2:20][C:21]([CH3:23])=[O:22])=[O:19])=[O:17].[F:24][C:25]1[CH:26]=[C:27]([CH2:31][CH2:32][NH2:33])[CH:28]=[CH:29][CH:30]=1. (2) Given the product [CH2:1]([C:8]1[CH:13]=[C:12]([C:22](=[O:24])[CH3:23])[CH:11]=[C:10]([N:15]2[CH2:20][CH2:19][N:18]([CH3:21])[CH2:17][CH2:16]2)[CH:9]=1)[C:2]1[CH:7]=[CH:6][CH:5]=[CH:4][CH:3]=1, predict the reactants needed to synthesize it. The reactants are: [CH2:1]([C:8]1[CH:9]=[C:10]([N:15]2[CH2:20][CH2:19][N:18]([CH3:21])[CH2:17][CH2:16]2)[CH:11]=[C:12](Br)[CH:13]=1)[C:2]1[CH:7]=[CH:6][CH:5]=[CH:4][CH:3]=1.[C:22]([O-])(=[O:24])[CH3:23].[Tl+].C1(P(C2C=CC=CC=2)CCCP(C2C=CC=CC=2)C2C=CC=CC=2)C=CC=CC=1.C(N(CC)CC)C.C(OCCCC)=C. (3) Given the product [Cl:1][C:2]1[CH:3]=[C:4]([C:16]([NH:18][C@H:19]([C:21]2[CH:29]=[CH:28][C:24]([C:25]([OH:27])=[O:26])=[CH:23][CH:22]=2)[CH3:20])=[O:17])[C:5]([O:37][C:34]2[CH:35]=[CH:36][C:31]([Cl:30])=[CH:32][C:33]=2[CH3:38])=[N:6][CH:7]=1, predict the reactants needed to synthesize it. The reactants are: [Cl:1][C:2]1[CH:3]=[C:4]([C:16]([NH:18][C@H:19]([C:21]2[CH:29]=[CH:28][C:24]([C:25]([OH:27])=[O:26])=[CH:23][CH:22]=2)[CH3:20])=[O:17])[C:5](OC2C=CC=C(F)C=2)=[N:6][CH:7]=1.[Cl:30][C:31]1[CH:36]=[CH:35][C:34]([OH:37])=[C:33]([CH3:38])[CH:32]=1. (4) Given the product [F:1][C:2]1[CH:3]=[CH:4][C:5]([C:8]2[N:12]([CH2:13][CH2:14][CH2:15][CH:16]([OH:17])[C:32]([F:35])([F:34])[F:33])[N:11]=[C:10]([CH3:18])[C:9]=2[C:19]2[CH:20]=[CH:21][C:22]3[O:27][CH2:26][C:25](=[O:28])[NH:24][C:23]=3[CH:29]=2)=[CH:6][CH:7]=1, predict the reactants needed to synthesize it. The reactants are: [F:1][C:2]1[CH:7]=[CH:6][C:5]([C:8]2[N:12]([CH2:13][CH2:14][CH2:15][CH:16]=[O:17])[N:11]=[C:10]([CH3:18])[C:9]=2[C:19]2[CH:20]=[CH:21][C:22]3[O:27][CH2:26][C:25](=[O:28])[NH:24][C:23]=3[CH:29]=2)=[CH:4][CH:3]=1.C[Si](C)(C)[C:32]([F:35])([F:34])[F:33].[F-].C([N+](CCCC)(CCCC)CCCC)CCC. (5) Given the product [CH3:1][NH:2][CH2:3][CH2:4][CH:5]([C:12]1[CH:20]=[C:19]2[C:15]([CH:16]=[CH:17][N:18]2[CH3:21])=[CH:14][CH:13]=1)[C:6]1[CH:7]=[CH:8][CH:9]=[CH:10][CH:11]=1, predict the reactants needed to synthesize it. The reactants are: [CH3:1][NH:2][C:3](=O)[CH2:4][CH:5]([C:12]1[CH:20]=[C:19]2[C:15]([CH:16]=[CH:17][N:18]2[CH3:21])=[CH:14][CH:13]=1)[C:6]1[CH:11]=[CH:10][CH:9]=[CH:8][CH:7]=1.N1C2C(=CC=CC=2C(C2C=CC=CC=2)CCNC)C=C1. (6) Given the product [C:13]([O:12][C:11]([NH:10][C:9]([NH:18][CH2:19][CH2:20][CH2:21][CH2:22][C@@H:23]([NH:44][C:45]([O:47][C:48]([CH3:51])([CH3:50])[CH3:49])=[O:46])[C:24](=[O:43])[NH:25][CH2:26][CH2:27][CH2:28][CH2:29][C@@H:30]([NH:35][C:36]([O:38][C:39]([CH3:42])([CH3:41])[CH3:40])=[O:37])[C:31]([OH:33])=[O:32])=[N:8][C:6](=[O:7])[O:5][C:1]([CH3:4])([CH3:3])[CH3:2])=[O:17])([CH3:14])([CH3:15])[CH3:16], predict the reactants needed to synthesize it. The reactants are: [C:1]([O:5][C:6]([NH:8][C:9]([NH:18][CH2:19][CH2:20][CH2:21][CH2:22][C@@H:23]([NH:44][C:45]([O:47][C:48]([CH3:51])([CH3:50])[CH3:49])=[O:46])[C:24](=[O:43])[NH:25][CH2:26][CH2:27][CH2:28][CH2:29][C@@H:30]([NH:35][C:36]([O:38][C:39]([CH3:42])([CH3:41])[CH3:40])=[O:37])[C:31]([O:33]C)=[O:32])=[N:10][C:11](=[O:17])[O:12][C:13]([CH3:16])([CH3:15])[CH3:14])=[O:7])([CH3:4])([CH3:3])[CH3:2].[OH-].[Na+]. (7) Given the product [CH3:10][O:9][C:5]1[CH:4]=[CH:3][C:2]([CH:17]=[CH2:18])=[CH:7][C:6]=1[NH2:8], predict the reactants needed to synthesize it. The reactants are: Br[C:2]1[CH:3]=[CH:4][C:5]([O:9][CH3:10])=[C:6]([NH2:8])[CH:7]=1.C([O-])([O-])=O.[K+].[K+].[CH2:17](OB(C=C)OCCCC)[CH2:18]CC.